This data is from Catalyst prediction with 721,799 reactions and 888 catalyst types from USPTO. The task is: Predict which catalyst facilitates the given reaction. (1) Reactant: [OH:1][C@@H:2]([C@@H:5]1[CH2:9][N:8]([C:10]([O:12][CH2:13][C:14]2[CH:19]=[CH:18][CH:17]=[CH:16][CH:15]=2)=[O:11])[C:7](=[O:20])[CH2:6]1)CO. Product: [CH:2]([C@@H:5]1[CH2:9][N:8]([C:10]([O:12][CH2:13][C:14]2[CH:19]=[CH:18][CH:17]=[CH:16][CH:15]=2)=[O:11])[C:7](=[O:20])[CH2:6]1)=[O:1]. The catalyst class is: 24. (2) Reactant: [CH2:1]([C:3]1[CH:4]=[N:5][C:6]([N:9]2[CH2:14][CH2:13][CH:12]([CH2:15][CH2:16][CH2:17][O:18][C:19]3[N:24]=[C:23]([CH2:25][CH2:26][OH:27])[C:22]([CH2:28][OH:29])=[CH:21][CH:20]=3)[CH2:11][CH2:10]2)=[N:7][CH:8]=1)[CH3:2].CCN(CC)CC.[CH3:37][S:38](Cl)(=[O:40])=[O:39]. Product: [CH3:37][S:38]([O:29][CH2:28][C:22]1[C:23]([CH2:25][CH2:26][O:27][S:38]([CH3:37])(=[O:40])=[O:39])=[N:24][C:19]([O:18][CH2:17][CH2:16][CH2:15][CH:12]2[CH2:13][CH2:14][N:9]([C:6]3[N:7]=[CH:8][C:3]([CH2:1][CH3:2])=[CH:4][N:5]=3)[CH2:10][CH2:11]2)=[CH:20][CH:21]=1)(=[O:40])=[O:39]. The catalyst class is: 2. (3) Reactant: [Si]([O:8][CH2:9][C:10]([CH3:55])([CH3:54])[CH2:11][N:12]1[C:18]2[CH:19]=[CH:20][C:21]([Cl:23])=[CH:22][C:17]=2[C@@H:16]([C:24]2[CH:29]=[CH:28][CH:27]=[C:26]([O:30][CH3:31])[C:25]=2[O:32][CH3:33])[O:15][C@H:14]([CH2:34][C:35]2[S:36][C:37]([CH:40]([CH2:46][C:47]3[CH:52]=[CH:51][CH:50]=[CH:49][CH:48]=3)[C:41]([O:43][CH2:44][CH3:45])=[O:42])=[CH:38][N:39]=2)[C:13]1=[O:53])(C(C)(C)C)(C)C.O. Product: [Cl:23][C:21]1[CH:20]=[CH:19][C:18]2[N:12]([CH2:11][C:10]([CH3:54])([CH3:55])[CH2:9][OH:8])[C:13](=[O:53])[C@@H:14]([CH2:34][C:35]3[S:36][C:37]([CH:40]([CH2:46][C:47]4[CH:52]=[CH:51][CH:50]=[CH:49][CH:48]=4)[C:41]([O:43][CH2:44][CH3:45])=[O:42])=[CH:38][N:39]=3)[O:15][C@H:16]([C:24]3[CH:29]=[CH:28][CH:27]=[C:26]([O:30][CH3:31])[C:25]=3[O:32][CH3:33])[C:17]=2[CH:22]=1. The catalyst class is: 10. (4) Reactant: [O:1]1[CH2:5][CH2:4][O:3][CH:2]1[C:6]1[S:7][C:8]([C:11](=[O:15])[CH2:12][O:13][CH3:14])=[CH:9][N:10]=1.O1CCCC1.C(O)C.[BH4-].[Na+]. Product: [O:3]1[CH2:4][CH2:5][O:1][CH:2]1[C:6]1[S:7][C:8]([CH:11]([OH:15])[CH2:12][O:13][CH3:14])=[CH:9][N:10]=1. The catalyst class is: 6. (5) Reactant: [F:1][C:2]1([F:33])[CH2:7][CH2:6][CH:5]([NH:8][C:9]2[C:14]3[C:15]([C:27]4[CH:32]=[CH:31][N:30]=[CH:29][N:28]=4)=[N:16][N:17](CC4C=CC(OC)=CC=4)[C:13]=3[CH:12]=[CH:11][N:10]=2)[CH2:4][CH2:3]1.ClC1N=CN=C(C2C3C(NC4CCC(F)(F)CC4)=NC=CC=3N(CC3C=CC(OC)=CC=3)N=2)C=1. Product: [F:33][C:2]1([F:1])[CH2:7][CH2:6][CH:5]([NH:8][C:9]2[C:14]3[C:15]([C:27]4[CH:32]=[CH:31][N:30]=[CH:29][N:28]=4)=[N:16][NH:17][C:13]=3[CH:12]=[CH:11][N:10]=2)[CH2:4][CH2:3]1. The catalyst class is: 19. (6) Product: [Br:19][C:20]1[C:25]([O:26][CH2:2][C:3]([C:5]2[C:10]([F:11])=[CH:9][CH:8]=[CH:7][C:6]=2[F:12])=[O:4])=[CH:24][CH:23]=[CH:22][N:21]=1. Reactant: Br[CH2:2][C:3]([C:5]1[C:10]([F:11])=[CH:9][CH:8]=[CH:7][C:6]=1[F:12])=[O:4].C([O-])([O-])=O.[Cs+].[Cs+].[Br:19][C:20]1[C:25]([OH:26])=[CH:24][CH:23]=[CH:22][N:21]=1.CCOC(C)=O.CCCCCC. The catalyst class is: 705. (7) Reactant: [F:1][C@@H:2]1[CH2:6][CH2:5][N:4]([C:7]2[C:12]([CH2:13]O)=[CH:11][CH:10]=[CH:9][N:8]=2)[CH2:3]1.O=S(Cl)[Cl:17]. Product: [Cl:17][CH2:13][C:12]1[C:7]([N:4]2[CH2:5][CH2:6][C@@H:2]([F:1])[CH2:3]2)=[N:8][CH:9]=[CH:10][CH:11]=1. The catalyst class is: 4. (8) Reactant: [O:1]=[C:2]1[C:11]2[C:6](=[C:7]([NH:16][C:17](=[O:23])[O:18][C:19]([CH3:22])([CH3:21])[CH3:20])[CH:8]=[C:9]([O:12][CH:13]([CH3:15])[CH3:14])[CH:10]=2)[CH2:5][CH2:4][NH:3]1.C1C(=O)N([Cl:31])C(=O)C1. Product: [Cl:31][C:10]1[C:9]([O:12][CH:13]([CH3:15])[CH3:14])=[CH:8][C:7]([NH:16][C:17](=[O:23])[O:18][C:19]([CH3:21])([CH3:20])[CH3:22])=[C:6]2[C:11]=1[C:2](=[O:1])[NH:3][CH2:4][CH2:5]2. The catalyst class is: 23. (9) Reactant: [OH:1][CH2:2][C:3]1([C:16]([O:18][CH3:19])=[O:17])[CH2:8][CH2:7][N:6](C(OC(C)(C)C)=O)[CH2:5][CH2:4]1.[ClH:20]. The catalyst class is: 5. Product: [OH:1][CH2:2][C:3]1([C:16]([O:18][CH3:19])=[O:17])[CH2:8][CH2:7][NH:6][CH2:5][CH2:4]1.[ClH:20]. (10) Reactant: [OH:1][CH2:2][C@@H:3]([NH:11][C:12](=[O:18])[O:13][C:14]([CH3:17])([CH3:16])[CH3:15])[CH2:4][CH:5]1[CH2:10][CH2:9][CH2:8][CH2:7][O:6]1.CCN(CC)CC.[CH3:26][S:27](Cl)(=[O:29])=[O:28]. Product: [CH3:26][S:27]([O:1][CH2:2][C@@H:3]([NH:11][C:12]([O:13][C:14]([CH3:15])([CH3:17])[CH3:16])=[O:18])[CH2:4][CH:5]1[CH2:10][CH2:9][CH2:8][CH2:7][O:6]1)(=[O:29])=[O:28]. The catalyst class is: 2.